Predict the product of the given reaction. From a dataset of Forward reaction prediction with 1.9M reactions from USPTO patents (1976-2016). (1) Given the reactants [NH2:1][C:2]1([C:5]2[CH:10]=[CH:9][C:8]([S:11]([NH:14][C:15](=[O:66])[C@@H:16]([NH:24][C:25](=[O:65])[C@H:26]([CH3:64])[C@H:27]([C@@H:30]3[CH2:34][CH2:33][CH2:32][N:31]3[C:35](=[O:63])[CH2:36][C@@H:37]([O:61][CH3:62])[C@@H:38]([N:43]([CH3:60])[C:44](=[O:59])[C@@H:45]([NH:49][C:50](=[O:58])[C@@H:51]([N:55]([CH3:57])[CH3:56])[CH:52]([CH3:54])[CH3:53])[CH:46]([CH3:48])[CH3:47])[C@@H:39]([CH3:42])[CH2:40][CH3:41])[O:28][CH3:29])[CH2:17][C:18]3[CH:23]=[CH:22][CH:21]=[CH:20][CH:19]=3)(=[O:13])=[O:12])=[CH:7][CH:6]=2)[CH2:4][CH2:3]1.[C:67]([O:71][C:72]([NH:74][C@H:75]([CH:90]([CH3:92])[CH3:91])[C:76]([NH:78][C@H:79]([CH2:83][CH2:84][CH2:85][NH:86][C:87]([NH2:89])=[O:88])[C:80](O)=[O:81])=[O:77])=[O:73])([CH3:70])([CH3:69])[CH3:68], predict the reaction product. The product is: [CH3:56][N:55]([CH3:57])[C@@H:51]([CH:52]([CH3:54])[CH3:53])[C:50]([NH:49][C@@H:45]([CH:46]([CH3:48])[CH3:47])[C:44]([N:43]([C@@H:38]([C@@H:39]([CH3:42])[CH2:40][CH3:41])[C@H:37]([O:61][CH3:62])[CH2:36][C:35]([N:31]1[CH2:32][CH2:33][CH2:34][C@H:30]1[C@H:27]([O:28][CH3:29])[C@@H:26]([CH3:64])[C:25]([NH:24][C@H:16]([C:15]([NH:14][S:11]([C:8]1[CH:9]=[CH:10][C:5]([C:2]2([NH:1][C:80](=[O:81])[C@@H:79]([NH:78][C:76](=[O:77])[C@@H:75]([NH:74][C:72](=[O:73])[O:71][C:67]([CH3:69])([CH3:68])[CH3:70])[CH:90]([CH3:92])[CH3:91])[CH2:83][CH2:84][CH2:85][NH:86][C:87]([NH2:89])=[O:88])[CH2:4][CH2:3]2)=[CH:6][CH:7]=1)(=[O:13])=[O:12])=[O:66])[CH2:17][C:18]1[CH:19]=[CH:20][CH:21]=[CH:22][CH:23]=1)=[O:65])=[O:63])[CH3:60])=[O:59])=[O:58]. (2) The product is: [I:20][C:16]1[NH:15][C:14]([C@@H:9]2[CH2:10][C@H:11]([CH3:13])[CH2:12][N:8]2[C:6]([O:5][C:1]([CH3:2])([CH3:4])[CH3:3])=[O:7])=[N:18][CH:17]=1. Given the reactants [C:1]([O:5][C:6]([N:8]1[CH2:12][C@@H:11]([CH3:13])[CH2:10][C@H:9]1[C:14]1[NH:15][C:16]([I:20])=[C:17](I)[N:18]=1)=[O:7])([CH3:4])([CH3:3])[CH3:2].IC1NC=NC=1I.[Li+].[Cl-].IC1N=C([C@@H]2C[C@H](C)CN2C(OC(C)(C)C)=O)NC=1I.C[Mg]Cl.C([Mg]Cl)(C)C.[NH4+].[Cl-], predict the reaction product. (3) The product is: [CH2:17]([O:16][C:13]1[CH:14]=[CH:15][N:10]([C:7]2[CH:8]=[CH:9][C:4]([CH2:3][NH:2][C:29](=[O:30])[CH3:28])=[CH:5][CH:6]=2)[C:11](=[O:25])[C:12]=1[Br:24])[C:18]1[CH:19]=[CH:20][CH:21]=[CH:22][CH:23]=1. Given the reactants Cl.[NH2:2][CH2:3][C:4]1[CH:9]=[CH:8][C:7]([N:10]2[CH:15]=[CH:14][C:13]([O:16][CH2:17][C:18]3[CH:23]=[CH:22][CH:21]=[CH:20][CH:19]=3)=[C:12]([Br:24])[C:11]2=[O:25])=[CH:6][CH:5]=1.CN1CC[O:30][CH2:29][CH2:28]1.C(Cl)(=O)C.CN=C=O, predict the reaction product. (4) Given the reactants [Cl:1][C:2]1[CH:3]=[CH:4][C:5]2[N:6]([N:8]=[C:9]([CH3:11])[N:10]=2)[CH:7]=1.C1C(=O)N([Br:19])C(=O)C1, predict the reaction product. The product is: [Br:19][CH2:11][C:9]1[N:10]=[C:5]2[CH:4]=[CH:3][C:2]([Cl:1])=[CH:7][N:6]2[N:8]=1.